This data is from Full USPTO retrosynthesis dataset with 1.9M reactions from patents (1976-2016). The task is: Predict the reactants needed to synthesize the given product. (1) Given the product [Cl:1][C:2]1[CH:3]=[CH:4][C:5]2[N:20]([CH2:21][C:22]3[CH:27]=[CH:26][C:25]([O:28][CH3:29])=[CH:24][C:23]=3[O:30][CH3:31])[C:45](=[O:46])[C@@H:44]([CH2:38][C:39]([O:41][CH2:42][CH3:43])=[O:40])[O:9][C@H:8]([C:10]3[C:11]([C:16]([F:19])([F:18])[F:17])=[N:12][CH:13]=[CH:14][CH:15]=3)[C:6]=2[CH:7]=1, predict the reactants needed to synthesize it. The reactants are: [Cl:1][C:2]1[CH:3]=[CH:4][C:5]([NH:20][CH2:21][C:22]2[CH:27]=[CH:26][C:25]([O:28][CH3:29])=[CH:24][C:23]=2[O:30][CH3:31])=[C:6]([CH:8]([C:10]2[C:11]([C:16]([F:19])([F:18])[F:17])=[N:12][CH:13]=[CH:14][CH:15]=2)[OH:9])[CH:7]=1.C(=O)([O-])O.[Na+].Cl/[C:38](=[CH:44]\[C:45]([O-])=[O:46])/[C:39]([O:41][CH2:42][CH3:43])=[O:40]. (2) Given the product [Br:12][CH:2]([CH3:1])[C:3]([C:5]1[CH:6]=[CH:7][C:8]([Cl:11])=[CH:9][CH:10]=1)=[O:4], predict the reactants needed to synthesize it. The reactants are: [CH3:1][CH2:2][C:3]([C:5]1[CH:10]=[CH:9][C:8]([Cl:11])=[CH:7][CH:6]=1)=[O:4].[BrH:12].BrBr. (3) Given the product [ClH:1].[S:20]1[CH:24]=[CH:23][CH:22]=[C:21]1[C:3]1[CH:8]=[CH:7][C:6]([NH:9][C:10]([CH:12]2[CH:17]3[CH2:18][CH2:19][N:14]([CH2:15][CH2:16]3)[CH2:13]2)=[O:11])=[CH:5][CH:4]=1, predict the reactants needed to synthesize it. The reactants are: [ClH:1].Br[C:3]1[CH:8]=[CH:7][C:6]([NH:9][C:10]([CH:12]2[CH:17]3[CH2:18][CH2:19][N:14]([CH2:15][CH2:16]3)[CH2:13]2)=[O:11])=[CH:5][CH:4]=1.[S:20]1[CH:24]=[CH:23][CH:22]=[C:21]1B(O)O.C(=O)([O-])[O-].[Cs+].[Cs+]. (4) Given the product [NH2:1][C:2]1[C:7]([NH:8][C:9](=[O:39])[CH2:10][CH2:11][C:12]2[CH:17]=[C:16]([CH3:18])[CH:15]=[C:14]([NH2:19])[N:13]=2)=[CH:6][C:5]([C:40]2[CH:41]=[CH:42][C:43]([Cl:46])=[CH:44][CH:45]=2)=[CH:4][N:3]=1, predict the reactants needed to synthesize it. The reactants are: [NH2:1][C:2]1[C:7]([NH:8][C:9](=[O:39])[CH2:10][CH2:11][C:12]2[CH:17]=[C:16]([CH3:18])[CH:15]=[C:14]([NH:19]C(C3C=CC=CC=3)(C3C=CC=CC=3)C3C=CC=CC=3)[N:13]=2)=[CH:6][C:5]([C:40]2[CH:45]=[CH:44][C:43]([Cl:46])=[CH:42][CH:41]=2)=[CH:4][N:3]=1. (5) Given the product [Cl:19][C:13]1[CH:14]=[C:15]([Cl:18])[CH:16]=[CH:17][C:12]=1[NH:11][C:9]1[N:8]([CH2:20][C:21]([F:24])([F:25])[CH2:22][OH:23])[C:7]2[C:2]([N:1]([CH2:26][CH3:27])[CH2:29][CH3:30])=[CH:3][CH:4]=[CH:5][C:6]=2[N:10]=1, predict the reactants needed to synthesize it. The reactants are: [NH2:1][C:2]1[C:7]2[N:8]([CH2:20][C:21]([F:25])([F:24])[CH2:22][OH:23])[C:9]([NH:11][C:12]3[CH:17]=[CH:16][C:15]([Cl:18])=[CH:14][C:13]=3[Cl:19])=[N:10][C:6]=2[CH:5]=[CH:4][CH:3]=1.[CH:26](=O)[CH3:27].[C:29](O[BH-](OC(=O)C)OC(=O)C)(=O)[CH3:30].[Na+]. (6) Given the product [F:59][C:60]1([F:65])[CH2:64][CH2:63][N:62]([C:22]([C:20]2[CH:19]=[CH:18][C:12]3[N:13]4[CH2:17][C@H:16]([CH2:15][CH2:14]4)[N:10]([C:8]([NH:7][C:2]4[CH:3]=[CH:4][CH:5]=[CH:6][N:1]=4)=[O:9])[C:11]=3[N:21]=2)=[O:23])[CH2:61]1, predict the reactants needed to synthesize it. The reactants are: [N:1]1[CH:6]=[CH:5][CH:4]=[CH:3][C:2]=1[NH:7][C:8]([N:10]1[C@@H:16]2[CH2:17][N:13]([CH2:14][CH2:15]2)[C:12]2[CH:18]=[CH:19][C:20]([C:22](O)=[O:23])=[N:21][C:11]1=2)=[O:9].CN(C(ON1N=NC2C=CC=NC1=2)=[N+](C)C)C.F[P-](F)(F)(F)(F)F.CCN(C(C)C)C(C)C.Cl.[F:59][C:60]1([F:65])[CH2:64][CH2:63][NH:62][CH2:61]1. (7) Given the product [F:18][C:19]([F:25])([F:24])[S:20]([O-:23])(=[O:22])=[O:21].[CH3:39][N:30]1[C:31]([C:33]2[CH:34]=[CH:35][CH:36]=[CH:37][CH:38]=2)=[CH:32][N+:28]([CH2:27][O:11][C:2]2[CH:3]=[CH:4][C:5]3[C:10](=[CH:9][CH:8]=[CH:7][CH:6]=3)[CH:1]=2)=[N:29]1, predict the reactants needed to synthesize it. The reactants are: [CH:1]1[C:10]2[C:5](=[CH:6][CH:7]=[CH:8][CH:9]=2)[CH:4]=[CH:3][C:2]=1[OH:11].C(=O)([O-])[O-].[K+].[K+].[F:18][C:19]([F:25])([F:24])[S:20]([O-:23])(=[O:22])=[O:21].Cl[CH2:27][N+:28]1[CH:32]=[C:31]([C:33]2[CH:38]=[CH:37][CH:36]=[CH:35][CH:34]=2)[N:30]([CH3:39])[N:29]=1.